Dataset: NCI-60 drug combinations with 297,098 pairs across 59 cell lines. Task: Regression. Given two drug SMILES strings and cell line genomic features, predict the synergy score measuring deviation from expected non-interaction effect. (1) Drug 1: C1=NC2=C(N1)C(=S)N=CN2. Drug 2: C1=NNC2=C1C(=O)NC=N2. Cell line: LOX IMVI. Synergy scores: CSS=51.1, Synergy_ZIP=0.580, Synergy_Bliss=3.75, Synergy_Loewe=-15.8, Synergy_HSA=2.33. (2) Drug 1: CC(CN1CC(=O)NC(=O)C1)N2CC(=O)NC(=O)C2. Drug 2: C1=CC(=CC=C1C#N)C(C2=CC=C(C=C2)C#N)N3C=NC=N3. Cell line: A549. Synergy scores: CSS=30.0, Synergy_ZIP=-0.619, Synergy_Bliss=-2.31, Synergy_Loewe=-4.40, Synergy_HSA=-1.83. (3) Drug 1: CCC1(CC2CC(C3=C(CCN(C2)C1)C4=CC=CC=C4N3)(C5=C(C=C6C(=C5)C78CCN9C7C(C=CC9)(C(C(C8N6C=O)(C(=O)OC)O)OC(=O)C)CC)OC)C(=O)OC)O.OS(=O)(=O)O. Drug 2: CS(=O)(=O)CCNCC1=CC=C(O1)C2=CC3=C(C=C2)N=CN=C3NC4=CC(=C(C=C4)OCC5=CC(=CC=C5)F)Cl. Cell line: CCRF-CEM. Synergy scores: CSS=54.7, Synergy_ZIP=1.61, Synergy_Bliss=2.23, Synergy_Loewe=-23.6, Synergy_HSA=0.873. (4) Drug 1: CC1=C(C=C(C=C1)C(=O)NC2=CC(=CC(=C2)C(F)(F)F)N3C=C(N=C3)C)NC4=NC=CC(=N4)C5=CN=CC=C5. Drug 2: CCC1(C2=C(COC1=O)C(=O)N3CC4=CC5=C(C=CC(=C5CN(C)C)O)N=C4C3=C2)O.Cl. Cell line: UACC-257. Synergy scores: CSS=5.73, Synergy_ZIP=-2.12, Synergy_Bliss=0.232, Synergy_Loewe=-12.1, Synergy_HSA=-2.04.